Dataset: Full USPTO retrosynthesis dataset with 1.9M reactions from patents (1976-2016). Task: Predict the reactants needed to synthesize the given product. (1) The reactants are: F[C:2]1[N:10]=[C:9]2[C:5]([N:6]=[CH:7][N:8]2[CH:11]([CH3:13])[CH3:12])=[C:4]([NH:14][CH2:15][C:16]2[CH:17]=[N:18][CH:19]=[CH:20][CH:21]=2)[N:3]=1.CCN(C(C)C)C(C)C.[NH2:31][CH2:32][C@H:33]([OH:35])[CH3:34]. Given the product [CH:11]([N:8]1[CH:7]=[N:6][C:5]2[C:9]1=[N:10][C:2]([NH:31][CH2:32][C@H:33]([OH:35])[CH3:34])=[N:3][C:4]=2[NH:14][CH2:15][C:16]1[CH:17]=[N:18][CH:19]=[CH:20][CH:21]=1)([CH3:13])[CH3:12], predict the reactants needed to synthesize it. (2) The reactants are: [CH2:1]([N:8]1[C:12]([CH2:13][CH:14]([C:19](=O)[CH2:20][CH3:21])[C:15](=O)[CH2:16][CH3:17])=[CH:11][N:10]=[CH:9]1)[C:2]1[CH:7]=[CH:6][CH:5]=[CH:4][CH:3]=1.[CH2:23]([NH:25][NH2:26])[CH3:24]. Given the product [CH2:1]([N:8]1[C:12]([CH2:13][C:14]2[C:19]([CH2:20][CH3:21])=[N:26][N:25]([CH2:23][CH3:24])[C:15]=2[CH2:16][CH3:17])=[CH:11][N:10]=[CH:9]1)[C:2]1[CH:7]=[CH:6][CH:5]=[CH:4][CH:3]=1, predict the reactants needed to synthesize it.